From a dataset of NCI-60 drug combinations with 297,098 pairs across 59 cell lines. Regression. Given two drug SMILES strings and cell line genomic features, predict the synergy score measuring deviation from expected non-interaction effect. (1) Drug 1: COC1=NC(=NC2=C1N=CN2C3C(C(C(O3)CO)O)O)N. Drug 2: CS(=O)(=O)OCCCCOS(=O)(=O)C. Cell line: T-47D. Synergy scores: CSS=9.21, Synergy_ZIP=-1.08, Synergy_Bliss=1.61, Synergy_Loewe=3.32, Synergy_HSA=0.806. (2) Drug 1: CC1=C(C=C(C=C1)NC2=NC=CC(=N2)N(C)C3=CC4=NN(C(=C4C=C3)C)C)S(=O)(=O)N.Cl. Drug 2: C1CCN(CC1)CCOC2=CC=C(C=C2)C(=O)C3=C(SC4=C3C=CC(=C4)O)C5=CC=C(C=C5)O. Cell line: HL-60(TB). Synergy scores: CSS=-17.3, Synergy_ZIP=18.5, Synergy_Bliss=17.9, Synergy_Loewe=-2.83, Synergy_HSA=-6.53.